This data is from Forward reaction prediction with 1.9M reactions from USPTO patents (1976-2016). The task is: Predict the product of the given reaction. (1) The product is: [OH:23][CH2:22][C:19]1[CH:20]=[CH:21][C:16]([C:14](=[O:15])[CH2:13][N:1]2[CH:5]=[CH:4][CH:3]=[C:2]2[C:6]([O:8][CH3:9])=[O:7])=[CH:17][CH:18]=1. Given the reactants [NH:1]1[CH:5]=[CH:4][CH:3]=[C:2]1[C:6]([O:8][CH3:9])=[O:7].[H-].[Na+].Br[CH2:13][C:14]([C:16]1[CH:21]=[CH:20][C:19]([CH2:22][OH:23])=[CH:18][CH:17]=1)=[O:15].[NH4+].[Cl-], predict the reaction product. (2) Given the reactants [C:1]([C:3](=[C:9](SC)[S:10][CH3:11])[C:4](OCC)=[O:5])#[N:2].[CH3:14][NH:15][NH2:16], predict the reaction product. The product is: [CH3:14][N:15]1[C:9]([S:10][CH3:11])=[C:3]([C:1]#[N:2])[C:4](=[O:5])[NH:16]1. (3) Given the reactants [CH2:1]([O:8][C:9](=[C:19]([OH:21])C)[CH:10](C(OC)=O)[C:11]([O:13][CH3:14])=[O:12])[C:2]1[CH:7]=[CH:6][CH:5]=[CH:4][CH:3]=1.C[O-].[Na+].Cl.[CH:26]([NH2:28])=[NH:27], predict the reaction product. The product is: [CH2:1]([O:8][C:9]1[C:10]([C:11]([O:13][CH3:14])=[O:12])=[N:27][CH:26]=[N:28][C:19]=1[OH:21])[C:2]1[CH:7]=[CH:6][CH:5]=[CH:4][CH:3]=1. (4) Given the reactants Cl.[Cl:2][C:3]1[CH:8]=[C:7]([C:9]2[CH:14]=[CH:13][CH:12]=[C:11]([Cl:15])[CH:10]=2)[N:6]=[C:5]2[CH2:16][CH2:17][CH2:18][C:4]=12.[NH2:19][C:20]1[CH:25]=[CH:24][C:23]([CH2:26][C:27]#[N:28])=[C:22]([CH3:29])[CH:21]=1, predict the reaction product. The product is: [ClH:2].[Cl:15][C:11]1[CH:10]=[C:9]([C:7]2[N:6]=[C:5]3[CH2:16][CH2:17][CH2:18][C:4]3=[C:3]([NH:19][C:20]3[CH:25]=[CH:24][C:23]([CH2:26][C:27]#[N:28])=[C:22]([CH3:29])[CH:21]=3)[CH:8]=2)[CH:14]=[CH:13][CH:12]=1. (5) Given the reactants [CH2:1]([O:3][C:4]([C:6]1([NH:11][C:12]([CH:14]2[CH2:18][CH:17]([O:19][C:20]3[C:29]4[C:24](=[CH:25][C:26]([O:30][CH3:31])=[CH:27][CH:28]=4)[CH:23]=[CH:22][N:21]=3)[CH2:16][N:15]2[C:32](=[O:49])[CH:33]([NH:41][C:42]([O:44][C:45]([CH3:48])([CH3:47])[CH3:46])=[O:43])[CH2:34][CH2:35][CH2:36][O:37][CH2:38]C=C)=[O:13])[CH2:8][CH:7]1[CH:9]=[CH2:10])=[O:5])[CH3:2], predict the reaction product. The product is: [CH2:1]([O:3][C:4]([C:6]12[CH2:8][CH:7]1[CH:9]=[CH:10][CH2:38][O:37][CH2:36][CH2:35][CH2:34][CH:33]([NH:41][C:42]([O:44][C:45]([CH3:47])([CH3:46])[CH3:48])=[O:43])[C:32](=[O:49])[N:15]1[CH:14]([CH2:18][CH:17]([O:19][C:20]3[C:29]4[C:24](=[CH:25][C:26]([O:30][CH3:31])=[CH:27][CH:28]=4)[CH:23]=[CH:22][N:21]=3)[CH2:16]1)[C:12](=[O:13])[NH:11]2)=[O:5])[CH3:2]. (6) The product is: [Cl:1][C:2]1[CH:3]=[C:4]([C:12]2[O:16][N:15]=[C:14]([C:17]3[CH:25]=[CH:24][C:23]([CH2:26][CH2:27][C:28]([OH:30])=[O:29])=[C:22]4[C:18]=3[CH:19]=[CH:20][N:21]4[CH2:33][CH3:34])[N:13]=2)[CH:5]=[CH:6][C:7]=1[O:8][CH:9]([CH3:11])[CH3:10]. Given the reactants [Cl:1][C:2]1[CH:3]=[C:4]([C:12]2[O:16][N:15]=[C:14]([C:17]3[CH:25]=[CH:24][C:23]([CH2:26][CH2:27][C:28]([O:30]CC)=[O:29])=[C:22]4[C:18]=3[CH:19]=[CH:20][N:21]4[CH2:33][CH3:34])[N:13]=2)[CH:5]=[CH:6][C:7]=1[O:8][CH:9]([CH3:11])[CH3:10].[OH-].[Na+].Cl, predict the reaction product. (7) Given the reactants [F:1][C:2]1[CH:3]=[CH:4][C:5]([OH:11])=[C:6]([CH:10]=1)[C:7]([OH:9])=[O:8].S(=O)(=O)(O)O.[CH3:17]O, predict the reaction product. The product is: [F:1][C:2]1[CH:3]=[CH:4][C:5]([OH:11])=[C:6]([CH:10]=1)[C:7]([O:9][CH3:17])=[O:8]. (8) Given the reactants [Si]([O:8][C:9]1[CH:35]=[CH:34][C:12]([CH2:13][C:14]2[CH:15]=[C:16]([C:21]3([O:32][CH3:33])[C@H:26]([OH:27])[C@@H:25]([OH:28])[C@H:24]([OH:29])[C@@H:23]([CH2:30][OH:31])[O:22]3)[CH:17]=[CH:18][C:19]=2[Cl:20])=[CH:11][CH:10]=1)(C(C)(C)C)(C)C.O.O.O.[F-].C([N+](CCCC)(CCCC)CCCC)CCC, predict the reaction product. The product is: [Cl:20][C:19]1[CH:18]=[CH:17][C:16]([C:21]2([O:32][CH3:33])[C@H:26]([OH:27])[C@@H:25]([OH:28])[C@H:24]([OH:29])[C@@H:23]([CH2:30][OH:31])[O:22]2)=[CH:15][C:14]=1[CH2:13][C:12]1[CH:11]=[CH:10][C:9]([OH:8])=[CH:35][CH:34]=1. (9) The product is: [F:24][C:25]1[CH:30]=[C:29]([F:31])[CH:28]=[CH:27][C:26]=1[S:32]([NH:1][C:2]1[CH:7]=[N:6][CH:5]=[C:4]([C:8]2[S:12][C:11]([C:13]3[CH:22]=[C:21]4[C:16]([CH2:17][CH2:18][NH:19][C:20]4=[O:23])=[CH:15][CH:14]=3)=[CH:10][CH:9]=2)[CH:3]=1)(=[O:34])=[O:33]. Given the reactants [NH2:1][C:2]1[CH:3]=[C:4]([C:8]2[S:12][C:11]([C:13]3[CH:22]=[C:21]4[C:16]([CH2:17][CH2:18][NH:19][C:20]4=[O:23])=[CH:15][CH:14]=3)=[CH:10][CH:9]=2)[CH:5]=[N:6][CH:7]=1.[F:24][C:25]1[CH:30]=[C:29]([F:31])[CH:28]=[CH:27][C:26]=1[S:32](Cl)(=[O:34])=[O:33], predict the reaction product. (10) Given the reactants [NH2:1][C:2]1[CH:11]=[CH:10][C:5]([C:6]([NH:8][CH3:9])=[O:7])=[CH:4][C:3]=1[NH:12][CH3:13].[NH2:14][C:15]1[S:16][C:17]2[CH:23]=[C:22]([O:24][C:25]([F:28])([F:27])[F:26])[CH:21]=[CH:20][C:18]=2[N:19]=1.[C:29](N1C=CN=C1)(N1C=CN=C1)=S, predict the reaction product. The product is: [CH3:9][NH:8][C:6]([C:5]1[CH:10]=[CH:11][C:2]2[N:1]=[C:13]([NH:14][C:15]3[S:16][C:17]4[CH:23]=[C:22]([O:24][C:25]([F:28])([F:26])[F:27])[CH:21]=[CH:20][C:18]=4[N:19]=3)[N:12]([CH3:29])[C:3]=2[CH:4]=1)=[O:7].